Dataset: Forward reaction prediction with 1.9M reactions from USPTO patents (1976-2016). Task: Predict the product of the given reaction. (1) Given the reactants [C:1]1([CH2:7][CH2:8][CH2:9][CH2:10][O:11][CH2:12][CH2:13][CH2:14][CH2:15][CH2:16][C:17]#[N:18])[CH:6]=[CH:5][CH:4]=[CH:3][CH:2]=1.[H-].[Al+3].[Li+].[H-].[H-].[H-].[OH-].[K+], predict the reaction product. The product is: [C:1]1([CH2:7][CH2:8][CH2:9][CH2:10][O:11][CH2:12][CH2:13][CH2:14][CH2:15][CH2:16][CH2:17][NH2:18])[CH:6]=[CH:5][CH:4]=[CH:3][CH:2]=1. (2) Given the reactants [OH:1][CH2:2][CH2:3][CH2:4][C:5]1[CH:10]=[CH:9][C:8]([CH2:11][C:12]2[C:13]([O:21][C@@H:22]3[O:39][C@H:38]([CH2:40][O:41]C(=O)C)[C@@H:33]([O:34]C(=O)C)[C@H:28]([O:29]C(=O)C)[C@H:23]3[O:24]C(=O)C)=[N:14][NH:15][C:16]=2[C:17]([F:20])([F:19])[F:18])=[CH:7][CH:6]=1.C[O-].[Na+], predict the reaction product. The product is: [C@@H:22]1([O:21][C:13]2[C:12]([CH2:11][C:8]3[CH:7]=[CH:6][C:5]([CH2:4][CH2:3][CH2:2][OH:1])=[CH:10][CH:9]=3)=[C:16]([C:17]([F:20])([F:19])[F:18])[NH:15][N:14]=2)[O:39][C@H:38]([CH2:40][OH:41])[C@@H:33]([OH:34])[C@H:28]([OH:29])[C@H:23]1[OH:24]. (3) Given the reactants [OH:1][C:2]1[CH:7]=[C:6]([O:8][CH2:9][CH2:10][O:11][CH2:12][CH2:13][O:14][CH3:15])[CH:5]=[CH:4][C:3]=1[N:16]1[CH:20]=[CH:19][C:18]([C:21]([O:23]C)=[O:22])=[N:17]1.[Li+].[OH-], predict the reaction product. The product is: [OH:1][C:2]1[CH:7]=[C:6]([O:8][CH2:9][CH2:10][O:11][CH2:12][CH2:13][O:14][CH3:15])[CH:5]=[CH:4][C:3]=1[N:16]1[CH:20]=[CH:19][C:18]([C:21]([OH:23])=[O:22])=[N:17]1.